From a dataset of CYP1A2 inhibition data for predicting drug metabolism from PubChem BioAssay. Regression/Classification. Given a drug SMILES string, predict its absorption, distribution, metabolism, or excretion properties. Task type varies by dataset: regression for continuous measurements (e.g., permeability, clearance, half-life) or binary classification for categorical outcomes (e.g., BBB penetration, CYP inhibition). Dataset: cyp1a2_veith. (1) The compound is CCc1nn(C)c(-c2n[nH]c(=S)n2N)c1Cl. The result is 0 (non-inhibitor). (2) The molecule is N[C@@H]1[C@@H]2[C@@H]3C[C@H]4N(CC[C@@]14C(=O)C(=O)O)CC3=CCO[C@@H]2CC(=O)O. The result is 0 (non-inhibitor). (3) The molecule is NC[C@H]1O[C@@H](n2cnc3c(=O)[nH]c(N)nc32)[C@@H](O)[C@@H]1O. The result is 0 (non-inhibitor).